From a dataset of Full USPTO retrosynthesis dataset with 1.9M reactions from patents (1976-2016). Predict the reactants needed to synthesize the given product. (1) Given the product [C:1]([N:5]1[C:9]2[N:10]=[C:11]([NH2:15])[N:12]=[CH:13][C:8]=2[CH:7]=[CH:6]1)([CH3:4])([CH3:2])[CH3:3], predict the reactants needed to synthesize it. The reactants are: [C:1]([N:5]1[C:9]2[N:10]=[C:11]([NH2:15])[N:12]=[C:13](Cl)[C:8]=2[CH:7]=[CH:6]1)([CH3:4])([CH3:3])[CH3:2].N. (2) Given the product [F:22][C:19]1[CH:20]=[CH:21][C:15]2[S:14][C:13]([NH:12][C:10]3[N:9]([CH3:23])[C:8]4[CH:24]=[CH:25][C:5]([C:3]([OH:4])=[O:2])=[CH:6][C:7]=4[N:11]=3)=[N:17][C:16]=2[CH:18]=1, predict the reactants needed to synthesize it. The reactants are: C[O:2][C:3]([C:5]1[CH:25]=[CH:24][C:8]2[N:9]([CH3:23])[C:10]([NH:12][C:13]3[S:14][C:15]4[CH:21]=[CH:20][C:19]([F:22])=[CH:18][C:16]=4[N:17]=3)=[N:11][C:7]=2[CH:6]=1)=[O:4].[Li+].[OH-]. (3) Given the product [O:19]1[CH:23]=[CH:22][C:21]([NH:24][CH:8]=[C:9]2[C:17]3[C:12](=[CH:13][CH:14]=[CH:15][CH:16]=3)[NH:11][C:10]2=[O:18])=[N:20]1, predict the reactants needed to synthesize it. The reactants are: NC1C=CNN=1.O/[CH:8]=[C:9]1\[C:10](=[O:18])[NH:11][C:12]2[C:17]\1=[CH:16][CH:15]=[CH:14][CH:13]=2.[O:19]1[CH:23]=[CH:22][C:21]([NH2:24])=[N:20]1. (4) Given the product [C:16]([O:15][C:13]([N:10]1[C:4]2[CH:3]=[C:2]([Cl:1])[N:7]=[CH:6][C:5]=2[C:8]([CH3:12])([CH3:11])[CH2:9]1)=[O:14])([CH3:19])([CH3:18])[CH3:17], predict the reactants needed to synthesize it. The reactants are: [Cl:1][C:2]1[N:7]=[CH:6][C:5]2[C:8]([CH3:12])([CH3:11])[CH2:9][NH:10][C:4]=2[CH:3]=1.[C:13](OC([O-])=O)([O:15][C:16]([CH3:19])([CH3:18])[CH3:17])=[O:14].O. (5) Given the product [F:21][C:22]1[CH:23]=[C:24]([CH:25]=[CH:26][CH:27]=1)[CH2:28][NH:29][C:30](=[O:31])[NH:8][C:9]1[S:10][CH:11]=[C:12]([C:14](=[O:20])[C:15]([O:17][CH2:18][CH3:19])=[O:16])[N:13]=1, predict the reactants needed to synthesize it. The reactants are: CN1CCCC1=O.[NH2:8][C:9]1[S:10][CH:11]=[C:12]([C:14](=[O:20])[C:15]([O:17][CH2:18][CH3:19])=[O:16])[N:13]=1.[F:21][C:22]1[CH:27]=[CH:26][CH:25]=[C:24]([CH2:28][N:29]=[C:30]=[O:31])[CH:23]=1. (6) Given the product [CH3:1][O:2][C:3](=[O:20])[C:4]1[CH:9]=[CH:8][C:7]([CH3:10])=[C:6]([N:11]2[C:16](=[O:17])[CH:15]=[C:14]([O:18][CH2:26][C:25]3[CH:28]=[CH:29][CH:30]=[C:23]([O:22][CH3:21])[CH:24]=3)[N:13]=[C:12]2[CH3:19])[CH:5]=1, predict the reactants needed to synthesize it. The reactants are: [CH3:1][O:2][C:3](=[O:20])[C:4]1[CH:9]=[CH:8][C:7]([CH3:10])=[C:6]([N:11]2[C:16](=[O:17])[CH:15]=[C:14]([OH:18])[N:13]=[C:12]2[CH3:19])[CH:5]=1.[CH3:21][O:22][C:23]1[CH:24]=[C:25]([CH:28]=[CH:29][CH:30]=1)[CH2:26]Br.C(=O)([O-])[O-].[K+].[K+].C1OCCOCCOCCOCCOCCOC1. (7) Given the product [CH3:1][C:2]1([CH3:10])[C:7]([CH2:8][NH:15][C:14]2[CH:16]=[CH:17][CH:18]=[C:12]([F:11])[CH:13]=2)=[CH:6][CH2:5][CH2:4][CH2:3]1, predict the reactants needed to synthesize it. The reactants are: [CH3:1][C:2]1([CH3:10])[C:7]([CH:8]=O)=[CH:6][CH2:5][CH2:4][CH2:3]1.[F:11][C:12]1[CH:13]=[C:14]([CH:16]=[CH:17][CH:18]=1)[NH2:15].C(O)(=O)C.C([BH3-])#N.[Na+]. (8) Given the product [N:1]1([C:5](=[O:36])[CH2:6][C:7]2[CH:34]=[CH:33][C:10]([CH2:11][O:12][CH2:13][C@H:14]3[CH2:16][C@@H:15]3[CH:17]3[CH2:22][CH2:21][NH:20][CH2:19][CH2:18]3)=[C:9]([F:35])[CH:8]=2)[CH2:4][CH2:3][CH2:2]1, predict the reactants needed to synthesize it. The reactants are: [N:1]1([C:5](=[O:36])[CH2:6][C:7]2[CH:34]=[CH:33][C:10]([CH2:11][O:12][CH2:13][C@H:14]3[CH2:16][C@@H:15]3[CH:17]3[CH2:22][CH2:21][N:20](C(OCC4C=CC=CC=4)=O)[CH2:19][CH2:18]3)=[C:9]([F:35])[CH:8]=2)[CH2:4][CH2:3][CH2:2]1.[H][H]. (9) Given the product [N+:11]([C:9]1[CH:8]=[CH:7][C:5]2[N:6]=[C:2]([NH:1][C:15](=[O:16])[O:17][CH3:18])[S:3][C:4]=2[CH:10]=1)([O-:13])=[O:12], predict the reactants needed to synthesize it. The reactants are: [NH2:1][C:2]1[S:3][C:4]2[CH:10]=[C:9]([N+:11]([O-:13])=[O:12])[CH:8]=[CH:7][C:5]=2[N:6]=1.Cl[C:15]([O:17][CH3:18])=[O:16].O.